Dataset: Reaction yield outcomes from USPTO patents with 853,638 reactions. Task: Predict the reaction yield, written as a fraction of the theoretical maximum amount of product (1.0 means a 100% yield; for example, 0.34 means a 34% yield). The reactants are O[CH:2]1[N:6]([C:7]2[CH:12]=[CH:11][C:10]([I:13])=[CH:9][N:8]=2)[C:5](=[O:14])[CH2:4][C:3]1([CH3:16])[CH3:15].FC(F)(F)C(OC(=O)C(F)(F)F)=O.FC(F)(F)C(O)=O.C([SiH](CC)CC)C. The catalyst is C(Cl)Cl. The product is [I:13][C:10]1[CH:11]=[CH:12][C:7]([N:6]2[CH2:2][C:3]([CH3:15])([CH3:16])[CH2:4][C:5]2=[O:14])=[N:8][CH:9]=1. The yield is 0.800.